This data is from Catalyst prediction with 721,799 reactions and 888 catalyst types from USPTO. The task is: Predict which catalyst facilitates the given reaction. Reactant: [Br:1][C:2]1[CH:7]=[CH:6][C:5]([C:8]([CH:20]2[CH2:24][CH2:23][CH2:22][CH2:21]2)([CH3:19])[C:9]([O:11][CH:12]2[CH2:17][CH2:16][N:15]([CH3:18])[CH2:14][CH2:13]2)=[O:10])=[CH:4][CH:3]=1.[I:25][CH3:26]. Product: [I-:25].[Br:1][C:2]1[CH:7]=[CH:6][C:5]([C:8]([CH:20]2[CH2:21][CH2:22][CH2:23][CH2:24]2)([CH3:19])[C:9]([O:11][CH:12]2[CH2:17][CH2:16][N+:15]([CH3:26])([CH3:18])[CH2:14][CH2:13]2)=[O:10])=[CH:4][CH:3]=1. The catalyst class is: 10.